Dataset: Catalyst prediction with 721,799 reactions and 888 catalyst types from USPTO. Task: Predict which catalyst facilitates the given reaction. (1) Reactant: [C:1]1([C:7]2[S:8][CH:9]=[C:10]([CH2:12][O:13][C:14]3[CH:19]=[CH:18][C:17]([CH2:20]O)=[CH:16][CH:15]=3)[N:11]=2)[CH:6]=[CH:5][CH:4]=[CH:3][CH:2]=1.O1CCCC1.S(Cl)([Cl:29])=O. Product: [Cl:29][CH2:20][C:17]1[CH:18]=[CH:19][C:14]([O:13][CH2:12][C:10]2[N:11]=[C:7]([C:1]3[CH:6]=[CH:5][CH:4]=[CH:3][CH:2]=3)[S:8][CH:9]=2)=[CH:15][CH:16]=1. The catalyst class is: 11. (2) Reactant: CO[C:3]1[CH:4]=[C:5]2[C:10](=[CH:11][CH:12]=1)[C:9](=O)[NH:8][CH:7]=[CH:6]2. Product: [CH:9]1[C:10]2[C:5](=[CH:4][CH:3]=[CH:12][CH:11]=2)[CH:6]=[CH:7][N:8]=1. The catalyst class is: 265. (3) Reactant: [Br:1][C:2]1[C:3](Cl)=[N:4][CH:5]=[CH:6][CH:7]=1.[NH2:9][C:10]1[CH:11]=[CH:12][C:13]([OH:16])=[N:14][CH:15]=1.C(=O)([O-])[O-].[Cs+].[Cs+].CS(C)=O. Product: [Br:1][C:2]1[C:3]([O:16][C:13]2[N:14]=[CH:15][C:10]([NH2:9])=[CH:11][CH:12]=2)=[N:4][CH:5]=[CH:6][CH:7]=1. The catalyst class is: 25. (4) Reactant: [NH:1]1[CH2:6][CH2:5][CH2:4][C@H:3]([CH2:7][CH2:8][CH2:9][N:10]2[C:18](=[O:19])[C:17]3[C:12](=[CH:13][CH:14]=[CH:15][CH:16]=3)[C:11]2=[O:20])[CH2:2]1.C(N(CC)CC)C.Cl[C:29]([O:31][CH2:32][C:33]1[CH:38]=[CH:37][CH:36]=[CH:35][CH:34]=1)=[O:30].O. Product: [O:20]=[C:11]1[C:12]2[C:17](=[CH:16][CH:15]=[CH:14][CH:13]=2)[C:18](=[O:19])[N:10]1[CH2:9][CH2:8][CH2:7][C@H:3]1[CH2:4][CH2:5][CH2:6][N:1]([C:29]([O:31][CH2:32][C:33]2[CH:38]=[CH:37][CH:36]=[CH:35][CH:34]=2)=[O:30])[CH2:2]1. The catalyst class is: 2. (5) Reactant: C(C1C=C(C=CC=1)OC1C=C(C)C=CC=1C#N)=O.[C:19]([OH:26])(=[O:25])/[CH:20]=[CH:21]/[C:22]([OH:24])=[O:23].[CH3:27][C:28]1[CH:35]=[CH:34][C:31]([C:32]#[N:33])=[C:30]([O:36][C:37]2[CH:42]=[CH:41][CH:40]=[C:39]([CH2:43][NH:44][CH3:45])[CH:38]=2)[CH:29]=1.CN.C([BH3-])#N.[Na+].C(O)(=O)/C=C/C(O)=O. Product: [C:19]([OH:26])(=[O:25])/[CH:20]=[CH:21]/[C:22]([OH:24])=[O:23].[CH3:27][C:28]1[CH:35]=[CH:34][C:31]([C:32]#[N:33])=[C:30]([O:36][C:37]2[CH:42]=[CH:41][CH:40]=[C:39]([CH2:43][NH:44][CH3:45])[CH:38]=2)[CH:29]=1. The catalyst class is: 404. (6) Reactant: [NH2:1][CH:2]([C:7]1[CH:12]=[CH:11][C:10]([N+]([O-])=O)=[CH:9][C:8]=1[CH3:16])[CH2:3][C:4]([OH:6])=[O:5].CC1C=C([N+:26]([O-:28])=[O:27])C=CC=1C=O.C(O)(=O)CC(O)=O.C([O-])(=O)C.[NH4+]. Product: [NH2:1][CH:2]([C:7]1[CH:12]=[C:11]([N+:26]([O-:28])=[O:27])[CH:10]=[CH:9][C:8]=1[CH3:16])[CH2:3][C:4]([OH:6])=[O:5]. The catalyst class is: 8. (7) Reactant: [CH3:1][C:2]1[O:10][C:9]2[C:4](=[N:5][CH:6]=[CH:7][CH:8]=2)[C:3]=1[OH:11].[F:12][C:13]([F:26])([F:25])[S:14](O[S:14]([C:13]([F:26])([F:25])[F:12])(=[O:16])=[O:15])(=[O:16])=[O:15]. Product: [F:12][C:13]([F:26])([F:25])[S:14]([O:11][C:3]1[C:4]2=[N:5][CH:6]=[CH:7][CH:8]=[C:9]2[O:10][C:2]=1[CH3:1])(=[O:16])=[O:15]. The catalyst class is: 17.